This data is from Forward reaction prediction with 1.9M reactions from USPTO patents (1976-2016). The task is: Predict the product of the given reaction. (1) Given the reactants [CH2:1]([O:5][C:6]1[N:14]=[C:13]2[C:9]([N:10]=[C:11]([O:26]C)[N:12]2[CH2:15][CH2:16][CH2:17][CH2:18][CH2:19][CH:20]2[CH2:25][CH2:24][NH:23][CH2:22][CH2:21]2)=[C:8]([NH2:28])[N:7]=1)[CH2:2][CH2:3][CH3:4].I[CH2:30][CH2:31][CH3:32], predict the reaction product. The product is: [NH2:28][C:8]1[N:7]=[C:6]([O:5][CH2:1][CH2:2][CH2:3][CH3:4])[N:14]=[C:13]2[C:9]=1[NH:10][C:11](=[O:26])[N:12]2[CH2:15][CH2:16][CH2:17][CH2:18][CH2:19][CH:20]1[CH2:25][CH2:24][N:23]([CH2:30][CH2:31][CH3:32])[CH2:22][CH2:21]1. (2) Given the reactants C(OC(=O)[CH2:5][N:6]([CH2:29][C:30]1[CH:35]=[CH:34][CH:33]=[CH:32][CH:31]=1)[C:7](=[O:28])[C@@H:8]([NH:20][C:21]([O:23]C(C)(C)C)=O)[CH2:9][O:10][CH2:11][C:12]1[CH:17]=[CH:16][C:15]([O:18][CH3:19])=[CH:14][CH:13]=1)C.C(Cl)(=O)C, predict the reaction product. The product is: [CH2:29]([N:6]1[CH2:5][C:21](=[O:23])[NH:20][C@@H:8]([CH2:9][O:10][CH2:11][C:12]2[CH:17]=[CH:16][C:15]([O:18][CH3:19])=[CH:14][CH:13]=2)[C:7]1=[O:28])[C:30]1[CH:31]=[CH:32][CH:33]=[CH:34][CH:35]=1. (3) Given the reactants [CH3:1][C@H:2]1[O:7][C:6]2[N:8]=[C:9]([C:18]3[CH:23]=[CH:22][C:21]([C:24]4([NH:28][C:29](=[O:35])[O:30][C:31]([CH3:34])([CH3:33])[CH3:32])[CH2:27][CH2:26][CH2:25]4)=[CH:20][CH:19]=3)[C:10]([C:12]3[CH:17]=[CH:16][CH:15]=[CH:14][CH:13]=3)=[CH:11][C:5]=2[NH:4][C:3]1=[O:36].C(=O)([O-])[O-].[K+].[K+].Br[CH2:44][C:45]#[N:46], predict the reaction product. The product is: [C:31]([O:30][C:29](=[O:35])[NH:28][C:24]1([C:21]2[CH:22]=[CH:23][C:18]([C:9]3[C:10]([C:12]4[CH:13]=[CH:14][CH:15]=[CH:16][CH:17]=4)=[CH:11][C:5]4[N:4]([CH2:44][C:45]#[N:46])[C:3](=[O:36])[CH:2]([CH3:1])[O:7][C:6]=4[N:8]=3)=[CH:19][CH:20]=2)[CH2:25][CH2:26][CH2:27]1)([CH3:32])([CH3:34])[CH3:33]. (4) Given the reactants [F:1][C:2]1[CH:7]=[CH:6][C:5]([C:8]2[CH:13]=[C:12]([C:14]([F:17])([F:16])[F:15])[N:11]=[C:10]([N:18]3[CH:22]=[C:21]([Sn](CCCC)(CCCC)CCCC)[N:20]=[CH:19]3)[N:9]=2)=[CH:4][CH:3]=1.[CH3:36][C:37]([NH:40][S:41]([C:44]1[S:48][C:47](Br)=[CH:46][CH:45]=1)(=[O:43])=[O:42])([CH3:39])[CH3:38].CCCCCC, predict the reaction product. The product is: [C:37]([NH:40][S:41]([C:44]1[S:48][C:47]([C:21]2[N:20]=[CH:19][N:18]([C:10]3[N:9]=[C:8]([C:5]4[CH:4]=[CH:3][C:2]([F:1])=[CH:7][CH:6]=4)[CH:13]=[C:12]([C:14]([F:15])([F:16])[F:17])[N:11]=3)[CH:22]=2)=[CH:46][CH:45]=1)(=[O:42])=[O:43])([CH3:39])([CH3:36])[CH3:38]. (5) Given the reactants O[CH2:2][C:3]1[CH:8]=[CH:7][C:6]([CH:9]2[CH2:14][CH2:13][CH2:12][CH2:11][N:10]2[C:15]([O:17][C:18]([CH3:21])([CH3:20])[CH3:19])=[O:16])=[CH:5][CH:4]=1.C1(P(C2C=CC=CC=2)C2C=CC=CC=2)C=CC=CC=1.[CH2:41]([N:45]1[C:50]2=[N:51][NH:52][C:53]([NH:54][C:55]3[CH:60]=[CH:59][CH:58]=[CH:57][CH:56]=3)=[C:49]2[C:48](=[O:61])[N:47]([CH3:62])[C:46]1=[O:63])[CH:42]([CH3:44])[CH3:43].CC(OC(/N=N/C(OC(C)C)=O)=O)C, predict the reaction product. The product is: [CH2:41]([N:45]1[C:50]2=[N:51][N:52]([CH2:2][C:3]3[CH:8]=[CH:7][C:6]([CH:9]4[CH2:14][CH2:13][CH2:12][CH2:11][N:10]4[C:15]([O:17][C:18]([CH3:21])([CH3:20])[CH3:19])=[O:16])=[CH:5][CH:4]=3)[C:53]([NH:54][C:55]3[CH:56]=[CH:57][CH:58]=[CH:59][CH:60]=3)=[C:49]2[C:48](=[O:61])[N:47]([CH3:62])[C:46]1=[O:63])[CH:42]([CH3:44])[CH3:43].